Dataset: Forward reaction prediction with 1.9M reactions from USPTO patents (1976-2016). Task: Predict the product of the given reaction. (1) Given the reactants [CH2:1]([O:3][C:4](/[CH:6]=[CH:7]/[C:8]1[CH:9]=[C:10](/[CH:14]=[CH:15]/[C:16]([O:18]C(C)(C)C)=[O:17])[CH:11]=[CH:12][CH:13]=1)=[O:5])[CH3:2].C(O)(C(F)(F)F)=O, predict the reaction product. The product is: [CH2:1]([O:3][C:4](/[CH:6]=[CH:7]/[C:8]1[CH:9]=[C:10](/[CH:14]=[CH:15]/[C:16]([OH:18])=[O:17])[CH:11]=[CH:12][CH:13]=1)=[O:5])[CH3:2]. (2) Given the reactants C(C(CCCC)CO[C:6](=O)[CH2:7][CH2:8][S:9][C:10]1[CH:11]=[C:12]2[C:17](=[CH:18][CH:19]=1)[N:16]1[N:20]=[N:21][N:22]=[C:15]1[CH:14]=[CH:13]2)C.FC1[N:34]=[C:33]([C:35]2([C:41]#[N:42])[CH2:40][CH2:39][O:38][CH2:37][CH2:36]2)[CH:32]=CC=1.CC(C)([O-])C.[K+], predict the reaction product. The product is: [N:20]1[N:16]2[C:17]3[C:12]([CH:13]=[CH:14][C:15]2=[N:22][N:21]=1)=[CH:11][C:10]([S:9][C:8]1[N:34]=[C:33]([C:35]2([C:41]#[N:42])[CH2:40][CH2:39][O:38][CH2:37][CH2:36]2)[CH:32]=[CH:6][CH:7]=1)=[CH:19][CH:18]=3.